Task: Predict the product of the given reaction.. Dataset: Forward reaction prediction with 1.9M reactions from USPTO patents (1976-2016) (1) Given the reactants [Cl:1][C:2]1[CH:21]=[CH:20][C:5]([O:6][C:7]2[CH:12]=[N:11][CH:10]=[C:9]3[S:13][C:14]([C:16](OC)=[O:17])=[CH:15][C:8]=23)=[CH:4][CH:3]=1.[CH3:22][NH2:23].[H-].[Na+].O, predict the reaction product. The product is: [Cl:1][C:2]1[CH:21]=[CH:20][C:5]([O:6][C:7]2[CH:12]=[N:11][CH:10]=[C:9]3[S:13][C:14]([C:16]([NH:23][CH3:22])=[O:17])=[CH:15][C:8]=23)=[CH:4][CH:3]=1. (2) Given the reactants [NH2:1][C:2](=[O:36])[C:3]([NH:6][C:7](=[O:35])[C:8]1[CH:13]=[CH:12][CH:11]=[C:10]([C:14]2[C:23]3[C:18](=[CH:19][C:20]([S:29]([CH2:31][CH3:32])=[O:30])=[C:21]4[O:26][C:25]([CH3:28])([CH3:27])[CH2:24][C:22]4=3)[CH2:17][C:16]([CH3:34])([CH3:33])[N:15]=2)[CH:9]=1)([CH3:5])[CH3:4].I([O-])(=O)(=O)=[O:38].[Na+], predict the reaction product. The product is: [NH2:1][C:2](=[O:36])[C:3]([NH:6][C:7](=[O:35])[C:8]1[CH:13]=[CH:12][CH:11]=[C:10]([C:14]2[C:23]3[C:18](=[CH:19][C:20]([S:29]([CH2:31][CH3:32])(=[O:38])=[O:30])=[C:21]4[O:26][C:25]([CH3:27])([CH3:28])[CH2:24][C:22]4=3)[CH2:17][C:16]([CH3:34])([CH3:33])[N:15]=2)[CH:9]=1)([CH3:5])[CH3:4]. (3) Given the reactants [CH3:1][O:2][C:3]1[CH:8]=[C:7]([O:9][CH3:10])[CH:6]=[CH:5][C:4]=1[CH:11]1[S:17][CH2:16][CH2:15][N:14]=[C:13]([C:18]2[C:19](=[O:26])[O:20][C:21]([CH3:25])=[CH:22][C:23]=2[OH:24])[CH2:12]1.ClC1C(=O)C(C#N)=C(C#N)C(=O)C=1Cl, predict the reaction product. The product is: [CH3:1][O:2][C:3]1[CH:8]=[C:7]([O:9][CH3:10])[CH:6]=[CH:5][C:4]=1[C:11]1[S:17][CH2:16][CH2:15][N:14]=[C:13]([C:18]2[C:19](=[O:26])[O:20][C:21]([CH3:25])=[CH:22][C:23]=2[OH:24])[CH:12]=1. (4) Given the reactants C([O:8][CH2:9][CH2:10][CH2:11][N:12]1[C:16]([CH3:17])=[C:15]([B:18]2[O:22][C:21]([CH3:24])([CH3:23])[C:20]([CH3:26])([CH3:25])[O:19]2)[C:14]([CH3:27])=[N:13]1)C1C=CC=CC=1.C(OP(CC1C=CC(NC2N=C(NC3C=CC(C4C=C(C(OC)=O)N(CCCO)C=4)=NC=3C(=O)NC)C(C(F)(F)F)=CN=2)=C(OC)C=1)(O)=O)C, predict the reaction product. The product is: [CH3:27][C:14]1[C:15]([B:18]2[O:22][C:21]([CH3:23])([CH3:24])[C:20]([CH3:25])([CH3:26])[O:19]2)=[C:16]([CH3:17])[N:12]([CH2:11][CH2:10][CH2:9][OH:8])[N:13]=1.